Dataset: Full USPTO retrosynthesis dataset with 1.9M reactions from patents (1976-2016). Task: Predict the reactants needed to synthesize the given product. (1) Given the product [CH2:1]([O:8][C:9]([N:11]1[CH2:15][C:14]([F:17])([F:16])[CH2:13][C@H:12]1[C:18]#[N:20])=[O:10])[C:2]1[CH:7]=[CH:6][CH:5]=[CH:4][CH:3]=1, predict the reactants needed to synthesize it. The reactants are: [CH2:1]([O:8][C:9]([N:11]1[CH2:15][C:14]([F:17])([F:16])[CH2:13][C@H:12]1[C:18]([NH2:20])=O)=[O:10])[C:2]1[CH:7]=[CH:6][CH:5]=[CH:4][CH:3]=1.C(N(CC)CC)C.FC(F)(F)C(OC(=O)C(F)(F)F)=O. (2) Given the product [ClH:33].[C:1]1([S:7]([C:10]2[CH:11]=[C:12]3[C:16](=[CH:17][CH:18]=2)[N:15]([CH3:19])[C:14]2[CH2:20][CH:21]4[NH:25][CH:24]([C:13]3=2)[CH2:23][CH2:22]4)(=[O:8])=[O:9])[CH:2]=[CH:3][CH:4]=[CH:5][CH:6]=1, predict the reactants needed to synthesize it. The reactants are: [C:1]1([S:7]([C:10]2[CH:18]=[CH:17][C:16]3[N:15]([CH3:19])[C:14]4[CH2:20][CH:21]5[NH:25][CH:24]([C:13]=4[C:12]=3[C:11]=2C(OC(C)(C)C)=O)[CH2:23][CH2:22]5)(=[O:9])=[O:8])[CH:6]=[CH:5][CH:4]=[CH:3][CH:2]=1.[Cl:33]CCl.Cl. (3) Given the product [CH3:26][O:27][CH2:28][CH2:29][NH:30][C:21]([C:19]1[CH:18]=[CH:17][C:14]2[N:15]([CH3:16])[C:11]([NH:10][C:8]3[S:9][C:5]4[CH:4]=[C:3]([F:25])[C:2]([F:1])=[CH:24][C:6]=4[N:7]=3)=[N:12][C:13]=2[CH:20]=1)=[O:23], predict the reactants needed to synthesize it. The reactants are: [F:1][C:2]1[C:3]([F:25])=[CH:4][C:5]2[S:9][C:8]([NH:10][C:11]3[N:15]([CH3:16])[C:14]4[CH:17]=[CH:18][C:19]([C:21]([OH:23])=O)=[CH:20][C:13]=4[N:12]=3)=[N:7][C:6]=2[CH:24]=1.[CH3:26][O:27][CH2:28][CH2:29][NH2:30].CN(C(ON1N=NC2C=CC=CC1=2)=[N+](C)C)C.F[P-](F)(F)(F)(F)F.CCN(C(C)C)C(C)C. (4) Given the product [Cl:21][CH:22]([CH3:23])[C:3](=[O:5])[CH2:2][C:1]([O:7][CH2:8][CH3:9])=[O:6], predict the reactants needed to synthesize it. The reactants are: [C:1]([O:7][CH2:8][CH3:9])(=[O:6])[CH2:2][C:3]([O-:5])=O.[K+].[Cl-].[Mg+2].[Cl-].C(N(CC)CC)C.[Cl:21][CH:22](C)[C:23](Cl)=O.Cl. (5) Given the product [CH3:19][O:20][CH2:21][O:17][C:14]1[CH:15]=[CH:16][C:11]([B:6]2[O:5][C:4]([CH3:18])([CH3:3])[C:8]([CH3:9])([CH3:10])[O:7]2)=[CH:12][CH:13]=1, predict the reactants needed to synthesize it. The reactants are: [H-].[Na+].[CH3:3][C:4]1([CH3:18])[C:8]([CH3:10])([CH3:9])[O:7][B:6]([C:11]2[CH:16]=[CH:15][C:14]([OH:17])=[CH:13][CH:12]=2)[O:5]1.[CH2:19](Cl)[O:20][CH3:21].O. (6) Given the product [CH2:24]([O:23][C:21]([CH2:20][CH2:19][N:11]([C:12]([O:14][C:15]([CH3:18])([CH3:16])[CH3:17])=[O:13])[C@@H:10]([C:9]([OH:30])=[O:8])[CH2:26][CH:27]([CH3:28])[CH3:29])=[O:22])[CH3:25], predict the reactants needed to synthesize it. The reactants are: C([O:8][C:9](=[O:30])[C@@H:10]([CH2:26][CH:27]([CH3:29])[CH3:28])[N:11]([CH2:19][CH2:20][C:21]([O:23][CH2:24][CH3:25])=[O:22])[C:12]([O:14][C:15]([CH3:18])([CH3:17])[CH3:16])=[O:13])C1C=CC=CC=1.[H][H]. (7) Given the product [CH3:1][C:2]([N:10]1[CH:14]=[C:13]([NH:15][C:16](=[O:22])[CH:17]([NH:21][CH:29]2[CH2:28][CH2:27][C:26]3[C:31](=[C:32]([F:34])[CH:33]=[C:24]([F:23])[CH:25]=3)[CH2:30]2)[CH2:18][CH2:19][CH3:20])[N:12]=[CH:11]1)([CH3:9])[CH2:3][N:4]1[CH2:8][CH2:7][CH2:6][CH2:5]1, predict the reactants needed to synthesize it. The reactants are: [CH3:1][C:2]([N:10]1[CH:14]=[C:13]([NH:15][C:16](=[O:22])[CH:17]([NH2:21])[CH2:18][CH2:19][CH3:20])[N:12]=[CH:11]1)([CH3:9])[CH2:3][N:4]1[CH2:8][CH2:7][CH2:6][CH2:5]1.[F:23][C:24]1[CH:25]=[C:26]2[C:31](=[C:32]([F:34])[CH:33]=1)[CH2:30][C:29](=O)[CH2:28][CH2:27]2. (8) Given the product [CH3:18][O:19][C:20]1[CH:21]=[C:22]([NH:23][C:8](=[O:9])[C:3]2[CH:4]=[CH:5][CH:6]=[CH:7][N:2]=2)[CH:24]=[CH:25][C:26]=1[O:27][C:28]1[N:29]=[CH:30][CH:31]=[CH:32][N:33]=1, predict the reactants needed to synthesize it. The reactants are: Cl.[N:2]1[CH:7]=[CH:6][CH:5]=[CH:4][C:3]=1[C:8](Cl)=[O:9].CCN(CC)CC.[CH3:18][O:19][C:20]1[CH:21]=[C:22]([CH:24]=[CH:25][C:26]=1[O:27][C:28]1[N:33]=[CH:32][CH:31]=[CH:30][N:29]=1)[NH2:23].